From a dataset of Retrosynthesis with 50K atom-mapped reactions and 10 reaction types from USPTO. Predict the reactants needed to synthesize the given product. (1) Given the product CCN(CC)CCCC(C)Nc1ncc2cc(-c3c(C)ccnc3OCc3ccccc3)ccc2n1, predict the reactants needed to synthesize it. The reactants are: CCN(CC)CCCC(C)Nc1ncc2cc(Br)ccc2n1.Cc1ccnc(OCc2ccccc2)c1B1OC(C)(C)C(C)(C)O1. (2) Given the product Cc1cc(C(=O)NN2CCOCC2)nn1Cc1cc(Cl)cc2cc(C3CC3)oc12, predict the reactants needed to synthesize it. The reactants are: Cc1cc(C(=O)Cl)nn1Cc1cc(Cl)cc2cc(C3CC3)oc12.NN1CCOCC1. (3) Given the product N#Cc1ccc(C(F)(F)F)cc1NS(N)(=O)=O, predict the reactants needed to synthesize it. The reactants are: N#Cc1ccc(C(F)(F)F)cc1N.NS(=O)(=O)Cl.